This data is from hERG Central: cardiac toxicity at 1µM, 10µM, and general inhibition. The task is: Predict hERG channel inhibition at various concentrations. (1) The molecule is COc1ccc(-n2c(SCC(=O)Nc3nccs3)nnc2-c2ccccc2)cc1. Results: hERG_inhib (hERG inhibition (general)): blocker. (2) The compound is CSc1cccc(CN2CCN(CCc3ccccc3)C(CCO)C2)c1. Results: hERG_inhib (hERG inhibition (general)): blocker. (3) Results: hERG_inhib (hERG inhibition (general)): blocker. The compound is Cc1c(CCOC(=O)CC23CC4CC(CC(C)(C4)C2)C3)sc[n+]1CC(=O)c1ccccc1.[Br-]. (4) The compound is COc1ccccc1CNC(=O)C1CC2Cn3c(nc4cc(Cl)c(Cl)cc43)C2N1C. Results: hERG_inhib (hERG inhibition (general)): blocker. (5) The compound is Br.Cc1ccc(Nc2nc(-c3c(C)nc4ccccn34)cs2)cc1. Results: hERG_inhib (hERG inhibition (general)): blocker. (6) The compound is CN1CCN(C(=O)/C(=C\c2cccs2)NC(=O)c2ccco2)CC1. Results: hERG_inhib (hERG inhibition (general)): blocker. (7) The compound is COc1ccc(/C=N/NC(=O)c2ccccc2)cc1CN1CCN(c2ccc(F)cc2)CC1. Results: hERG_inhib (hERG inhibition (general)): blocker. (8) The compound is CCCN1CCC(CCOc2ccccc2)(C(=O)OCC)CC1. Results: hERG_inhib (hERG inhibition (general)): blocker.